Dataset: Catalyst prediction with 721,799 reactions and 888 catalyst types from USPTO. Task: Predict which catalyst facilitates the given reaction. (1) Reactant: [Cl:1][C:2]1[CH:7]=[C:6]([Cl:8])[CH:5]=[CH:4][C:3]=1[CH:9]1[C:14]([C:15]([O:17][CH3:18])=[O:16])=[C:13]([CH3:19])[NH:12][C:11]([C:20]2[CH:25]=[CH:24][CH:23]=[CH:22][CH:21]=2)=[N:10]1. Product: [Cl:1][C:2]1[CH:7]=[C:6]([Cl:8])[CH:5]=[CH:4][C:3]=1[C:9]1[C:14]([C:15]([O:17][CH3:18])=[O:16])=[C:13]([CH3:19])[N:12]=[C:11]([C:20]2[CH:25]=[CH:24][CH:23]=[CH:22][CH:21]=2)[N:10]=1.[Cl:1][C:2]1[CH:7]=[C:6]([Cl:8])[CH:5]=[CH:4][C:3]=1[C:9]1[C:14]([C:15]([OH:17])=[O:16])=[C:13]([CH3:19])[N:12]=[C:11]([C:20]2[CH:25]=[CH:24][CH:23]=[CH:22][CH:21]=2)[N:10]=1. The catalyst class is: 784. (2) Reactant: [NH2:1][C:2](=[N:39][C:40]([O:42][CH2:43][C:44]([CH3:46])=[CH2:45])=[O:41])[C:3]1[CH:8]=[CH:7][C:6]([NH:9][C@@H:10]([C:27]2[NH:31][C:30](=[O:32])[N:29]([C:33]3[N:38]=[CH:37][CH:36]=[CH:35][N:34]=3)[N:28]=2)[C:11]2[C:12]([F:26])=[C:13]([CH:21]=[C:22]([O:24][CH3:25])[CH:23]=2)[O:14][CH2:15][CH2:16][O:17][C:18](=[O:20])[CH3:19])=[CH:5][CH:4]=1.[CH:47]([O:50][C:51](=[O:55])[O:52][CH2:53]Cl)([CH3:49])[CH3:48].C(=O)([O-])[O-].[K+].[K+].CN(C)C=O. Product: [NH2:1][C:2](=[N:39][C:40]([O:42][CH2:43][C:44]([CH3:46])=[CH2:45])=[O:41])[C:3]1[CH:4]=[CH:5][C:6]([NH:9][C@@H:10]([C:27]2[N:31]=[C:30]([O:32][CH2:53][O:52][C:51]([O:50][CH:47]([CH3:49])[CH3:48])=[O:55])[N:29]([C:33]3[N:38]=[CH:37][CH:36]=[CH:35][N:34]=3)[N:28]=2)[C:11]2[C:12]([F:26])=[C:13]([CH:21]=[C:22]([O:24][CH3:25])[CH:23]=2)[O:14][CH2:15][CH2:16][O:17][C:18](=[O:20])[CH3:19])=[CH:7][CH:8]=1. The catalyst class is: 69. (3) Reactant: [Cl:1][C:2]1[CH:3]=[C:4]([C:12]2[S:16][C:15]([C:17]3[CH:27]=[CH:26][C:20]4[CH2:21][CH2:22][NH:23][CH2:24][CH2:25][C:19]=4[CH:18]=3)=[N:14][CH:13]=2)[CH:5]=[CH:6][C:7]=1[O:8][CH:9]([CH3:11])[CH3:10].Cl. Product: [ClH:1].[Cl:1][C:2]1[CH:3]=[C:4]([C:12]2[S:16][C:15]([C:17]3[CH:27]=[CH:26][C:20]4[CH2:21][CH2:22][NH:23][CH2:24][CH2:25][C:19]=4[CH:18]=3)=[N:14][CH:13]=2)[CH:5]=[CH:6][C:7]=1[O:8][CH:9]([CH3:11])[CH3:10]. The catalyst class is: 5. (4) Product: [F:1][C:2]1[N:7]=[C:6]([NH:8][C:14](=[O:15])[O:13][C:10]([CH3:12])([CH3:11])[CH3:9])[CH:5]=[CH:4][CH:3]=1.[C:14]([N:8]([C:17]([O:19][C:20]([CH3:21])([CH3:22])[CH3:23])=[O:18])[C:6]1[CH:5]=[CH:4][CH:3]=[C:2]([F:1])[N:7]=1)([O:13][C:10]([CH3:12])([CH3:11])[CH3:9])=[O:15]. Reactant: [F:1][C:2]1[N:7]=[C:6]([NH2:8])[CH:5]=[CH:4][CH:3]=1.[CH3:9][C:10]([O:13][C:14](O[C:17]([O:19][C:20]([CH3:23])([CH3:22])[CH3:21])=[O:18])=[O:15])([CH3:12])[CH3:11].C[Si]([N-][Si](C)(C)C)(C)C.[Na+]. The catalyst class is: 1.